Dataset: Forward reaction prediction with 1.9M reactions from USPTO patents (1976-2016). Task: Predict the product of the given reaction. (1) The product is: [ClH:1].[OH:19][CH2:18][CH2:17][O:13][C:12](=[O:14])[C@H:10]([CH2:9][C:8]1[CH:7]=[CH:6][C:5]([N+:2]([O-:4])=[O:3])=[CH:16][CH:15]=1)[NH2:11]. Given the reactants [ClH:1].[N+:2]([C:5]1[CH:16]=[CH:15][C:8]([CH2:9][C@@H:10]([C:12]([OH:14])=[O:13])[NH2:11])=[CH:7][CH:6]=1)([O-:4])=[O:3].[CH2:17](O)[CH2:18][OH:19], predict the reaction product. (2) Given the reactants COC(=O)C(O)=CC(=O)N(CC1C=CC(Cl)=C(Cl)C=1)C.C=O.[NH2:23][CH2:24][CH2:25][C:26]1[CH:31]=[CH:30][C:29]([S:32]([NH2:35])(=[O:34])=[O:33])=[CH:28][CH:27]=1.[Cl:36][C:37]1[CH:38]=[C:39]([CH:53]=[CH:54][C:55]=1[Cl:56])[CH2:40][N:41]([CH3:52])[C:42]([C:44]1[CH2:45]N(C)[C:47](=[O:50])[C:48]=1[OH:49])=[O:43], predict the reaction product. The product is: [Cl:36][C:37]1[CH:38]=[C:39]([CH:53]=[CH:54][C:55]=1[Cl:56])[CH2:40][N:41]([CH3:52])[C:42]([C:44]1[CH2:45][N:23]([CH2:24][CH2:25][C:26]2[CH:27]=[CH:28][C:29]([S:32](=[O:33])(=[O:34])[NH2:35])=[CH:30][CH:31]=2)[C:47](=[O:50])[C:48]=1[OH:49])=[O:43]. (3) Given the reactants [OH-].[K+].[OH:3][CH2:4][C@H:5]([N:11]1[CH2:16][CH2:15][C@@H:14]([CH2:17][C:18]([OH:20])=[O:19])[CH2:13][C@H:12]1[C:21]1[CH:26]=[CH:25][C:24]([C:27]([F:30])([F:29])[F:28])=[CH:23][CH:22]=1)[CH2:6][CH2:7][CH:8]([CH3:10])[CH3:9].I[CH:32]([CH3:34])[CH3:33].[OH-].[Na+], predict the reaction product. The product is: [CH:32]([O:3][CH2:4][C@H:5]([N:11]1[CH2:16][CH2:15][C@@H:14]([CH2:17][C:18]([OH:20])=[O:19])[CH2:13][C@H:12]1[C:21]1[CH:26]=[CH:25][C:24]([C:27]([F:30])([F:28])[F:29])=[CH:23][CH:22]=1)[CH2:6][CH2:7][CH:8]([CH3:9])[CH3:10])([CH3:34])[CH3:33]. (4) Given the reactants [CH3:1][C:2]1[CH:3]=[C:4]2[C:8](=[CH:9][CH:10]=1)[NH:7][C:6](=[O:11])[C:5]2=O.[NH2:13][C:14]1[CH:15]=[C:16]2[C:20](=[CH:21][CH:22]=1)[NH:19][N:18]=[CH:17]2, predict the reaction product. The product is: [NH:19]1[C:20]2[C:16](=[CH:15][C:14]([N:13]=[C:5]3[C:4]4[C:8](=[CH:9][CH:10]=[C:2]([CH3:1])[CH:3]=4)[NH:7][C:6]3=[O:11])=[CH:22][CH:21]=2)[CH:17]=[N:18]1. (5) Given the reactants [C:1]([N:6]1[CH2:11][CH2:10][N:9]([C:12]([C:14]2[CH:15]=[C:16]([C:20]3[O:21][C:22]4[C:28]([C:29]([O:31]C)=O)=[CH:27][CH:26]=[CH:25][C:23]=4[N:24]=3)[CH:17]=[CH:18][CH:19]=2)=[O:13])[CH2:8][CH2:7]1)(=[O:5])[CH:2]([CH3:4])[CH3:3].[NH4+:33], predict the reaction product. The product is: [C:1]([N:6]1[CH2:11][CH2:10][N:9]([C:12]([C:14]2[CH:15]=[C:16]([C:20]3[O:21][C:22]4[C:28]([C:29]([NH2:33])=[O:31])=[CH:27][CH:26]=[CH:25][C:23]=4[N:24]=3)[CH:17]=[CH:18][CH:19]=2)=[O:13])[CH2:8][CH2:7]1)(=[O:5])[CH:2]([CH3:4])[CH3:3].